This data is from NCI-60 drug combinations with 297,098 pairs across 59 cell lines. The task is: Regression. Given two drug SMILES strings and cell line genomic features, predict the synergy score measuring deviation from expected non-interaction effect. (1) Drug 1: CN1CCC(CC1)COC2=C(C=C3C(=C2)N=CN=C3NC4=C(C=C(C=C4)Br)F)OC. Drug 2: C(=O)(N)NO. Cell line: SR. Synergy scores: CSS=3.59, Synergy_ZIP=-2.14, Synergy_Bliss=-1.73, Synergy_Loewe=-1.51, Synergy_HSA=-1.86. (2) Drug 1: C(=O)(N)NO. Drug 2: CCCCC(=O)OCC(=O)C1(CC(C2=C(C1)C(=C3C(=C2O)C(=O)C4=C(C3=O)C=CC=C4OC)O)OC5CC(C(C(O5)C)O)NC(=O)C(F)(F)F)O. Cell line: HCC-2998. Synergy scores: CSS=62.3, Synergy_ZIP=1.67, Synergy_Bliss=1.10, Synergy_Loewe=-9.75, Synergy_HSA=2.10.